The task is: Predict the reaction yield, written as a fraction of the theoretical maximum amount of product (1.0 means a 100% yield; for example, 0.34 means a 34% yield).. This data is from Reaction yield outcomes from USPTO patents with 853,638 reactions. (1) The reactants are [Br:1][C:2]1[CH:3]=[N:4][CH:5]=[C:6](F)[C:7]=1[CH2:8][CH2:9][CH2:10]Cl.[Cl:13][C:14]1[CH:15]=[CH:16][C:17]([O:22][CH2:23][C:24]2[CH:29]=[CH:28][C:27]([Cl:30])=[CH:26][C:25]=2[F:31])=[C:18]([CH2:20][NH2:21])[CH:19]=1.C([O-])([O-])=O.[K+].[K+]. The catalyst is CN(C=O)C. The product is [Br:1][C:2]1[CH:3]=[N:4][CH:5]=[C:6]2[C:7]=1[CH2:8][CH2:9][CH2:10][N:21]2[CH2:20][C:18]1[CH:19]=[C:14]([Cl:13])[CH:15]=[CH:16][C:17]=1[O:22][CH2:23][C:24]1[CH:29]=[CH:28][C:27]([Cl:30])=[CH:26][C:25]=1[F:31]. The yield is 0.580. (2) The reactants are Br[C:2]1[CH:11]=[CH:10][C:9]([F:12])=[CH:8][C:3]=1[C:4]([O:6][CH3:7])=[O:5].[NH:13]1[C:17](B(O)O)=[CH:16][CH:15]=[N:14]1.C([O-])(O)=O.[Na+]. The catalyst is COCCOC.O. The product is [F:12][C:9]1[CH:10]=[CH:11][C:2]([C:15]2[NH:14][N:13]=[CH:17][CH:16]=2)=[C:3]([CH:8]=1)[C:4]([O:6][CH3:7])=[O:5]. The yield is 0.440. (3) The reactants are Cl.NO.C([N:6](CC)CC)C.[Cl:11][C:12]1[CH:17]=[C:16]([C:18]#[N:19])[C:15]([Cl:20])=[CH:14][C:13]=1[CH2:21][CH2:22][C:23]([O:25][C:26]([CH3:29])([CH3:28])[CH3:27])=[O:24]. The catalyst is CCO. The product is [C:18]([C:16]1[C:15]([Cl:20])=[CH:14][C:13]([CH2:21][CH2:22][C:23]([O:25][C:26]([CH3:29])([CH3:28])[CH3:27])=[O:24])=[C:12]([Cl:11])[CH:17]=1)(=[NH:6])[NH2:19]. The yield is 0.940. (4) The reactants are [N+:1]([C:4]1[CH:5]=[CH:6][C:7]2[O:13][CH2:12][CH2:11][CH2:10][N:9]([C:14](=[O:16])[CH3:15])[C:8]=2[CH:17]=1)([O-])=O. The catalyst is [Pd].C(O)C. The product is [NH2:1][C:4]1[CH:5]=[CH:6][C:7]2[O:13][CH2:12][CH2:11][CH2:10][N:9]([C:14](=[O:16])[CH3:15])[C:8]=2[CH:17]=1. The yield is 0.990. (5) The reactants are [C:1]([C:5]1[CH:10]=[CH:9][C:8]([NH:11][C:12]([CH:14]2[CH2:19][NH:18][C:17]3[CH:20]=[CH:21][CH:22]=[CH:23][C:16]=3[S:15]2)=[O:13])=[CH:7][C:6]=1[OH:24])([CH3:4])([CH3:3])[CH3:2].[OH:25]O. The catalyst is C(O)(=O)C.CN(C=O)C. The product is [C:1]([C:5]1[CH:10]=[CH:9][C:8]([NH:11][C:12]([CH:14]2[S:15](=[O:25])[C:16]3[CH:23]=[CH:22][CH:21]=[CH:20][C:17]=3[NH:18][CH2:19]2)=[O:13])=[CH:7][C:6]=1[OH:24])([CH3:4])([CH3:2])[CH3:3]. The yield is 0.380. (6) The reactants are [F:1][C:2]1[CH:3]=[C:4]([C:8]2[CH:9]=[C:10]([CH3:27])[C:11]([CH3:26])=[C:12]([CH:25]=2)[C:13]([NH:15][C:16]2[C:21]([CH3:22])=[CH:20][CH:19]=[C:18]([OH:23])[C:17]=2[CH3:24])=O)[CH:5]=[CH:6][CH:7]=1. The yield is 0.320. The product is [F:1][C:2]1[CH:3]=[C:4]([C:8]2[CH:9]=[C:10]([CH3:27])[C:11]([CH3:26])=[C:12]([CH2:13][NH:15][C:16]3[C:17]([CH3:24])=[C:18]([OH:23])[CH:19]=[CH:20][C:21]=3[CH3:22])[CH:25]=2)[CH:5]=[CH:6][CH:7]=1. The catalyst is C1COCC1. (7) The reactants are [Br:1][C:2]1[C:7]([CH3:8])=[C:6]([N+:9]([O-])=O)[CH:5]=[CH:4][C:3]=1O.[C:13]([O-:16])([O-])=O.[K+].[K+].[CH3:19]I. The catalyst is CC(C)=O. The product is [Br:1][C:2]1[C:3]([O:16][CH3:13])=[CH:4][CH:5]=[C:6]2[C:7]=1[CH:8]=[CH:19][NH:9]2. The yield is 0.150. (8) The reactants are [NH:1]1[C:9]2[C:4](=[CH:5][C:6]([CH:10]([C:15]3[CH:20]=[CH:19][CH:18]=[CH:17][CH:16]=3)[CH2:11][CH2:12][NH:13][CH3:14])=[CH:7][CH:8]=2)[CH:3]=[CH:2]1.[ClH:21]. The catalyst is CCOCC.C1COCC1. The product is [ClH:21].[NH:1]1[C:9]2[C:4](=[CH:5][C:6]([CH:10]([C:15]3[CH:16]=[CH:17][CH:18]=[CH:19][CH:20]=3)[CH2:11][CH2:12][NH:13][CH3:14])=[CH:7][CH:8]=2)[CH:3]=[CH:2]1. The yield is 0.800. (9) The reactants are [NH2:1][C:2]1[CH:9]=[CH:8][C:7]([Br:10])=[CH:6][C:3]=1[CH:4]=O.[C:11]([C:14]1[S:18][C:17]([CH3:19])=[N:16][C:15]=1[CH3:20])(=O)[CH3:12].[OH-].[K+].C(O)C. The catalyst is C(O)C. The product is [Br:10][C:7]1[CH:6]=[C:3]2[C:2](=[CH:9][CH:8]=1)[N:1]=[C:11]([C:14]1[S:18][C:17]([CH3:19])=[N:16][C:15]=1[CH3:20])[CH:12]=[CH:4]2. The yield is 0.680.